This data is from Peptide-MHC class II binding affinity with 134,281 pairs from IEDB. The task is: Regression. Given a peptide amino acid sequence and an MHC pseudo amino acid sequence, predict their binding affinity value. This is MHC class II binding data. (1) The peptide sequence is TDRATLNPWASQKH. The binding affinity (normalized) is 0.173. The MHC is DRB1_0701 with pseudo-sequence DRB1_0701. (2) The peptide sequence is PIEHIASMRRNYFTA. The MHC is DRB1_0405 with pseudo-sequence DRB1_0405. The binding affinity (normalized) is 0.177. (3) The peptide sequence is TDALRTLGSTSADEV. The MHC is DRB1_1602 with pseudo-sequence DRB1_1602. The binding affinity (normalized) is 0.652.